Dataset: Catalyst prediction with 721,799 reactions and 888 catalyst types from USPTO. Task: Predict which catalyst facilitates the given reaction. (1) Reactant: C(Cl)(=O)C(Cl)=O.CS(C)=O.[O:11]1[C:15]2=[CH:16][N:17]=[C:18]([CH2:20][OH:21])[CH:19]=[C:14]2[CH:13]=[CH:12]1. Product: [O:11]1[C:15]2=[CH:16][N:17]=[C:18]([CH:20]=[O:21])[CH:19]=[C:14]2[CH:13]=[CH:12]1. The catalyst class is: 2. (2) Reactant: [OH:1][C:2]1[CH:18]=[CH:17][C:5]([CH:6]=[C:7]2[C:12](=[O:13])[O:11][C:10]([CH3:15])([CH3:14])[O:9][C:8]2=[O:16])=[CH:4][CH:3]=1.[CH:19]1([Mg]Cl)[CH2:21][CH2:20]1. Product: [CH:19]1([CH:6]([C:5]2[CH:4]=[CH:3][C:2]([OH:1])=[CH:18][CH:17]=2)[CH:7]2[C:8](=[O:16])[O:9][C:10]([CH3:15])([CH3:14])[O:11][C:12]2=[O:13])[CH2:21][CH2:20]1. The catalyst class is: 1. (3) Reactant: [Cl:1][C:2]1[N:7]=[C:6]([C:8]2[NH:9][C:10]3[C:15]([CH:16]=2)=[C:14]([F:17])[CH:13]=[CH:12][CH:11]=3)[C:5]([CH2:18][CH:19]([OH:22])[CH2:20][OH:21])=[CH:4][CH:3]=1.[CH3:23][S:24](Cl)(=[O:26])=[O:25].O. Product: [CH3:23][S:24]([O:21][CH2:20][CH:19]([OH:22])[CH2:18][C:5]1[C:6]([C:8]2[NH:9][C:10]3[C:15]([CH:16]=2)=[C:14]([F:17])[CH:13]=[CH:12][CH:11]=3)=[N:7][C:2]([Cl:1])=[CH:3][CH:4]=1)(=[O:26])=[O:25]. The catalyst class is: 1. (4) Product: [CH3:9][O:8][C:5]1[CH:6]=[CH:7][C:2]([C:15]2[CH:14]=[N:13][CH:18]=[CH:17][CH:16]=2)=[CH:3][C:4]=1[N+:10]([O-:12])=[O:11]. Reactant: Br[C:2]1[CH:7]=[CH:6][C:5]([O:8][CH3:9])=[C:4]([N+:10]([O-:12])=[O:11])[CH:3]=1.[N:13]1[CH:18]=[CH:17][CH:16]=[C:15](B(O)O)[CH:14]=1.C([O-])([O-])=O.[Na+].[Na+]. The catalyst class is: 13. (5) Reactant: [C:1]([CH2:4][CH2:5][C:6]1[C:14]2[B:13]([OH:15])[O:12][CH2:11][C:10]=2[CH:9]=[CH:8][CH:7]=1)([OH:3])=O.[CH3:16][O:17][C:18]1[CH:23]=[CH:22][C:21]([NH2:24])=[CH:20][CH:19]=1.CCN=C=NCCCN(C)C. Product: [CH3:16][O:17][C:18]1[CH:23]=[CH:22][C:21]([NH:24][C:1]([CH2:4][CH2:5][C:6]2[C:14]3[B:13]([OH:15])[O:12][CH2:11][C:10]=3[CH:9]=[CH:8][CH:7]=2)=[O:3])=[CH:20][CH:19]=1. The catalyst class is: 2. (6) Reactant: [Cl:1][C:2]1[CH:3]=[C:4]2[C:8](=[C:9]([CH3:11])[CH:10]=1)[N:7]([CH2:12][CH2:13][O:14][CH3:15])[CH:6]=[C:5]2[C:16]([N:18]1[CH2:23][CH2:22][CH:21]([C:24]2[CH:25]=[C:26]([CH:35]=[CH:36][C:37]=2[F:38])[CH2:27][NH:28]C(=O)C(F)(F)F)[CH2:20][CH2:19]1)=[O:17].C([O-])([O-])=O.[K+].[K+].Cl.CCOCC. Product: [ClH:1].[NH2:28][CH2:27][C:26]1[CH:35]=[CH:36][C:37]([F:38])=[C:24]([CH:21]2[CH2:20][CH2:19][N:18]([C:16]([C:5]3[C:4]4[C:8](=[C:9]([CH3:11])[CH:10]=[C:2]([Cl:1])[CH:3]=4)[N:7]([CH2:12][CH2:13][O:14][CH3:15])[CH:6]=3)=[O:17])[CH2:23][CH2:22]2)[CH:25]=1. The catalyst class is: 24.